Predict the reactants needed to synthesize the given product. From a dataset of Full USPTO retrosynthesis dataset with 1.9M reactions from patents (1976-2016). (1) Given the product [CH:1]([N:4]1[C:8]2[CH:9]=[CH:10][CH:11]=[CH:12][C:7]=2[N:6]([C:22]([NH:33][CH2:34][CH:35]2[CH2:40][CH2:39][N:38]([C:41]([O:43][C:44]([CH3:47])([CH3:46])[CH3:45])=[O:42])[CH2:37][CH2:36]2)=[O:24])[C:5]1=[O:13])([CH3:3])[CH3:2], predict the reactants needed to synthesize it. The reactants are: [CH:1]([N:4]1[C:8]2[CH:9]=[CH:10][CH:11]=[CH:12][C:7]=2[NH:6][C:5]1=[O:13])([CH3:3])[CH3:2].C(N(CC)CC)C.Cl[C:22](Cl)([O:24]C(=O)OC(Cl)(Cl)Cl)Cl.[NH2:33][CH2:34][CH:35]1[CH2:40][CH2:39][N:38]([C:41]([O:43][C:44]([CH3:47])([CH3:46])[CH3:45])=[O:42])[CH2:37][CH2:36]1.C([O-])(O)=O.[Na+]. (2) Given the product [NH2:1][C@@H:4]1[CH2:9][O:8][C@H:7]([CH2:10][OH:11])[C@@H:6]([OH:12])[C@@H:5]1[O:13][C@H:14]([CH3:27])[C:15]([NH:17][C@@H:18]([CH3:26])[CH2:19][C:20]1[CH:21]=[CH:22][CH:23]=[CH:24][CH:25]=1)=[O:16], predict the reactants needed to synthesize it. The reactants are: [N:1]([C@@H:4]1[CH2:9][O:8][C@H:7]([CH2:10][OH:11])[C@@H:6]([OH:12])[C@@H:5]1[O:13][C@H:14]([CH3:27])[C:15]([NH:17][C@@H:18]([CH3:26])[CH2:19][C:20]1[CH:25]=[CH:24][CH:23]=[CH:22][CH:21]=1)=[O:16])=[N+]=[N-].O.C(N(CC)CC)C.C(S)(S)=CC.